From a dataset of Full USPTO retrosynthesis dataset with 1.9M reactions from patents (1976-2016). Predict the reactants needed to synthesize the given product. (1) Given the product [CH2:35]([N:32]1[CH:2]2[CH:1]3[N:9]([CH:10]([C:24]4[CH:29]=[CH:28][CH:27]=[C:26]([O:30][CH3:31])[CH:25]=4)[C:11]4[CH:23]=[CH:22][C:14]([C:15]([N:17]([CH2:20][CH3:21])[CH2:18][CH3:19])=[O:16])=[CH:13][CH:12]=4)[CH:6]([CH:5]1[CH2:4][CH2:3]2)[CH2:7][CH2:8]3)[CH:34]=[CH2:33], predict the reactants needed to synthesize it. The reactants are: [CH:1]12[N:9]([CH:10]([C:24]3[CH:29]=[CH:28][CH:27]=[C:26]([O:30][CH3:31])[CH:25]=3)[C:11]3[CH:23]=[CH:22][C:14]([C:15]([N:17]([CH2:20][CH3:21])[CH2:18][CH3:19])=[O:16])=[CH:13][CH:12]=3)[CH:6]([CH2:7][CH2:8]1)[CH:5]1[NH:32][CH:2]2[CH2:3][CH2:4]1.[CH2:33](Br)[CH:34]=[CH2:35].C(=O)([O-])[O-].[K+].[K+]. (2) Given the product [Si:1]([O:8][CH2:9][C:10]1[O:14][C:13]([C:15]#[N:22])=[CH:12][CH:11]=1)([C:4]([CH3:7])([CH3:6])[CH3:5])([CH3:3])[CH3:2], predict the reactants needed to synthesize it. The reactants are: [Si:1]([O:8][CH2:9][C:10]1[O:14][C:13]([CH:15]=O)=[CH:12][CH:11]=1)([C:4]([CH3:7])([CH3:6])[CH3:5])([CH3:3])[CH3:2].Cl.NO.C([N:22](CC)CC)C.C1(N=C=NC2CCCCC2)CCCCC1. (3) Given the product [CH3:17][O:19]/[CH:20]=[C:7]1/[C:8](=[O:15])[NH:9][C:10](=[O:14])[C:11]2[C:6]/1=[CH:5][C:4]([N+:1]([O-:3])=[O:2])=[CH:13][CH:12]=2, predict the reactants needed to synthesize it. The reactants are: [N+:1]([C:4]1[CH:5]=[C:6]2[C:11](=[CH:12][CH:13]=1)[C:10](=[O:14])[NH:9][C:8](=[O:15])[CH2:7]2)([O-:3])=[O:2].C[C:17]([O:19][C:20](C)=O)=O.CN(C)C=O.C(OC)(OC)OC. (4) Given the product [CH2:1]([C:5]1[N:6]([CH3:14])[CH:7]=[C:8]([C:10]([O:12][CH3:13])=[O:11])[N:9]=1)[CH2:2][CH2:3][CH3:4], predict the reactants needed to synthesize it. The reactants are: [CH2:1]([C:5]1[NH:6][CH:7]=[C:8]([C:10]([O:12][CH3:13])=[O:11])[N:9]=1)[CH2:2][CH2:3][CH3:4].[C:14]([O-])([O-])=O.[Cs+].[Cs+].CI. (5) Given the product [CH3:32][O:31][C:26]1[CH:27]=[CH:28][CH:29]=[CH:30][C:25]=1[CH2:24][C:23]1[C:3]2[C:4](=[O:22])[N:5]([C:12]3[CH:17]=[CH:16][CH:15]=[C:14]([C:18]([F:21])([F:19])[F:20])[CH:13]=3)[C:6]3[N:7]=[CH:8][CH:9]=[CH:10][C:11]=3[C:2]=2[NH:36][N:35]=1, predict the reactants needed to synthesize it. The reactants are: O[C:2]1[C:11]2[C:6](=[N:7][CH:8]=[CH:9][CH:10]=2)[N:5]([C:12]2[CH:17]=[CH:16][CH:15]=[C:14]([C:18]([F:21])([F:20])[F:19])[CH:13]=2)[C:4](=[O:22])[C:3]=1[C:23](=O)[CH2:24][C:25]1[CH:30]=[CH:29][CH:28]=[CH:27][C:26]=1[O:31][CH3:32].O.[NH2:35][NH2:36].C(=O)([O-])O.[Na+].